From a dataset of Forward reaction prediction with 1.9M reactions from USPTO patents (1976-2016). Predict the product of the given reaction. Given the reactants F[C:2]1[CH:10]=[CH:9][C:8]([C:11]#[N:12])=[C:7]2[C:3]=1[CH:4]=[C:5]([C:23]1[CH2:24][CH2:25][N:26]([S:29]([CH3:32])(=[O:31])=[O:30])[CH2:27][CH:28]=1)[N:6]2[S:13]([C:16]1[CH:22]=[CH:21][C:19]([CH3:20])=[CH:18][CH:17]=1)(=[O:15])=[O:14].[NH:33]1[CH2:38][CH2:37][CH2:36][C@@H:35]([NH:39][C:40]([C:42]2[S:43][CH:44]=[CH:45][N:46]=2)=[O:41])[CH2:34]1.O, predict the reaction product. The product is: [C:11]([C:8]1[CH:9]=[CH:10][C:2]([N:33]2[CH2:38][CH2:37][CH2:36][C@@H:35]([NH:39][C:40]([C:42]3[S:43][CH:44]=[CH:45][N:46]=3)=[O:41])[CH2:34]2)=[C:3]2[C:7]=1[N:6]([S:13]([C:16]1[CH:22]=[CH:21][C:19]([CH3:20])=[CH:18][CH:17]=1)(=[O:14])=[O:15])[C:5]([C:23]1[CH2:24][CH2:25][N:26]([S:29]([CH3:32])(=[O:31])=[O:30])[CH2:27][CH:28]=1)=[CH:4]2)#[N:12].